Dataset: Reaction yield outcomes from USPTO patents with 853,638 reactions. Task: Predict the reaction yield, written as a fraction of the theoretical maximum amount of product (1.0 means a 100% yield; for example, 0.34 means a 34% yield). (1) The reactants are [F:1][C:2]([F:16])([F:15])[C:3]1[CH:4]=[C:5]([CH:8]=[C:9]([C:11]([F:14])([F:13])[F:12])[CH:10]=1)[CH:6]=O.[C:17]([O:21][C:22]([N:24]1[CH2:30][CH2:29][CH2:28][C@H:27]([NH2:31])[C:26]2[CH:32]=[C:33]([CH2:40][CH3:41])[C:34]([C:36]([F:39])([F:38])[F:37])=[CH:35][C:25]1=2)=[O:23])([CH3:20])([CH3:19])[CH3:18].C(O[BH-](OC(=O)C)OC(=O)C)(=O)C.[Na+]. The catalyst is ClCCl.C(O)(=O)C. The product is [C:17]([O:21][C:22]([N:24]1[CH2:30][CH2:29][CH2:28][C@H:27]([NH:31][CH2:6][C:5]2[CH:4]=[C:3]([C:2]([F:16])([F:15])[F:1])[CH:10]=[C:9]([C:11]([F:14])([F:13])[F:12])[CH:8]=2)[C:26]2[CH:32]=[C:33]([CH2:40][CH3:41])[C:34]([C:36]([F:39])([F:37])[F:38])=[CH:35][C:25]1=2)=[O:23])([CH3:20])([CH3:19])[CH3:18]. The yield is 0.750. (2) The product is [Cl:29][C:30]1[CH:45]=[C:34]2[C:33](=[CH:32][CH:31]=1)[NH:46][C:47](=[O:48])[N:28]([S:25]([C:14]1[CH:13]=[C:12]([NH2:11])[C:17](=[CH:16][CH:15]=1)[C:18]([OH:20])=[O:19])(=[O:26])=[O:27])[C:35]2=[O:36]. The reactants are C(OC([NH:11][C:12]1[CH:13]=[C:14]([S:25]([NH2:28])(=[O:27])=[O:26])[CH:15]=[CH:16][C:17]=1[C:18]([O:20]C(C)(C)C)=[O:19])=O)C1C=CC=CC=1.[Cl:29][C:30]1[CH:45]=[C:34]([C:35](OCC2C=CC=CC=2)=[O:36])[C:33]([NH:46][C:47](OC2C=CC=CC=2)=[O:48])=[CH:32][CH:31]=1. The yield is 0.260. No catalyst specified. (3) The reactants are C([O:3][C:4](=O)[CH2:5][O:6][C:7]1[CH:12]=[CH:11][C:10]([C:13](=[C:21]2[CH2:27][CH2:26][CH2:25][CH2:24][CH2:23][CH2:22]2)[C:14]2[CH:19]=[CH:18][C:17]([OH:20])=[CH:16][CH:15]=2)=[CH:9][CH:8]=1)C.[H-].[H-].[H-].[H-].[Li+].[Al+3]. The catalyst is C1COCC1. The product is [C:21]1(=[C:13]([C:10]2[CH:11]=[CH:12][C:7]([O:6][CH2:5][CH2:4][OH:3])=[CH:8][CH:9]=2)[C:14]2[CH:19]=[CH:18][C:17]([OH:20])=[CH:16][CH:15]=2)[CH2:22][CH2:23][CH2:24][CH2:25][CH2:26][CH2:27]1. The yield is 0.860. (4) The reactants are [CH3:1][N:2]1[C:10]([CH:11]=O)=[N:9][C:8]2[C:3]1=[N:4][C:5]([N:19]1[C:23]3[CH:24]=[CH:25][CH:26]=[CH:27][C:22]=3[N:21]=[C:20]1[CH3:28])=[N:6][C:7]=2[N:13]1[CH2:18][CH2:17][O:16][CH2:15][CH2:14]1.[NH:29]1[CH2:32][CH:31]([C:33]([N:35]2[CH2:38][CH2:37][CH2:36]2)=[O:34])[CH2:30]1.C(O[BH-](OC(=O)C)OC(=O)C)(=O)C.[Na+]. The catalyst is ClCCCl. The product is [N:35]1([C:33]([CH:31]2[CH2:32][N:29]([CH2:11][C:10]3[N:2]([CH3:1])[C:3]4[C:8]([N:9]=3)=[C:7]([N:13]3[CH2:14][CH2:15][O:16][CH2:17][CH2:18]3)[N:6]=[C:5]([N:19]3[C:23]5[CH:24]=[CH:25][CH:26]=[CH:27][C:22]=5[N:21]=[C:20]3[CH3:28])[N:4]=4)[CH2:30]2)=[O:34])[CH2:38][CH2:37][CH2:36]1. The yield is 0.230. (5) The reactants are [C:1]([C:5]1[NH:6][C:7]2[C:12]([CH:13]=1)=[CH:11][C:10]([N+:14]([O-])=O)=[CH:9][C:8]=2[CH2:17][OH:18])([CH3:4])([CH3:3])[CH3:2]. The catalyst is [Ni].CO. The product is [NH2:14][C:10]1[CH:11]=[C:12]2[C:7](=[C:8]([CH2:17][OH:18])[CH:9]=1)[NH:6][C:5]([C:1]([CH3:4])([CH3:3])[CH3:2])=[CH:13]2. The yield is 0.800. (6) The reactants are [CH3:1][N:2]1[C:6]2[CH:7]=[C:8](B3OC(C)(C)C(C)(C)O3)[CH:9]=[CH:10][C:5]=2[N:4]=[CH:3]1.Br[C:21]1[CH:22]=[C:23]([OH:27])[CH:24]=[CH:25][CH:26]=1.C([O-])([O-])=O.[Cs+].[Cs+]. The catalyst is O1CCOCC1.O.C1C=CC(P(C2C=CC=CC=2)[C-]2C=CC=C2)=CC=1.C1C=CC(P(C2C=CC=CC=2)[C-]2C=CC=C2)=CC=1.Cl[Pd]Cl.[Fe+2]. The product is [CH3:1][N:2]1[C:6]2[CH:7]=[C:8]([C:21]3[CH:22]=[C:23]([OH:27])[CH:24]=[CH:25][CH:26]=3)[CH:9]=[CH:10][C:5]=2[N:4]=[CH:3]1. The yield is 0.920. (7) The reactants are C[O:2][C:3]([C:5]1[C:9]([NH2:10])=[CH:8][NH:7][N:6]=1)=[O:4].[OH-].[Na+].[C:13](O[C:13]([O:15][C:16]([CH3:19])([CH3:18])[CH3:17])=[O:14])([O:15][C:16]([CH3:19])([CH3:18])[CH3:17])=[O:14]. The catalyst is O1CCOCC1. The product is [C:16]([O:15][C:13]([NH:10][C:9]1[C:5]([C:3]([OH:2])=[O:4])=[N:6][NH:7][CH:8]=1)=[O:14])([CH3:19])([CH3:18])[CH3:17]. The yield is 0.854. (8) The reactants are [NH:1]1[C:9]2[C:4](=[CH:5][CH:6]=[CH:7][CH:8]=2)[CH2:3][C:2]1=[O:10].[CH3:11][O:12][C:13]([C:15]1[NH:16][C:17]([CH:21]=O)=[C:18]([CH3:20])[CH:19]=1)=[O:14]. No catalyst specified. The product is [CH3:11][O:12][C:13]([C:15]1[NH:16][C:17]([CH:21]=[C:3]2[C:4]3[C:9](=[CH:8][CH:7]=[CH:6][CH:5]=3)[NH:1][C:2]2=[O:10])=[C:18]([CH3:20])[CH:19]=1)=[O:14]. The yield is 0.810. (9) The reactants are [Br:1][C:2]1[CH:3]=[N:4][C:5]2[N:6]([CH:8]=[C:9]([C:11]3[CH:12]=[C:13]([CH:15]=[CH:16][C:17]=3[F:18])[NH2:14])[N:10]=2)[CH:7]=1.O.[C:20](OCC)(=[O:22])C. The catalyst is C(#N)C.C(O)=O.[Cl-].[Zn+2].[Cl-]. The product is [Br:1][C:2]1[CH:3]=[N:4][C:5]2[N:6]([CH:8]=[C:9]([C:11]3[CH:12]=[C:13]([NH:14][CH:20]=[O:22])[CH:15]=[CH:16][C:17]=3[F:18])[N:10]=2)[CH:7]=1. The yield is 0.180.